This data is from Catalyst prediction with 721,799 reactions and 888 catalyst types from USPTO. The task is: Predict which catalyst facilitates the given reaction. (1) The catalyst class is: 1. Reactant: [CH3:1][N:2]1[C:6]([C:7](=[N:14][O:15][CH2:16][C:17]2[N:22]=[C:21]([CH2:23][N:24]3C(=O)C4C(=CC=CC=4)C3=O)[CH:20]=[CH:19][CH:18]=2)[C:8]2[CH:13]=[CH:12][CH:11]=[CH:10][CH:9]=2)=[N:5][N:4]=[N:3]1.O.NN. Product: [CH3:1][N:2]1[C:6]([C:7](=[N:14][O:15][CH2:16][C:17]2[N:22]=[C:21]([CH2:23][NH2:24])[CH:20]=[CH:19][CH:18]=2)[C:8]2[CH:9]=[CH:10][CH:11]=[CH:12][CH:13]=2)=[N:5][N:4]=[N:3]1. (2) Reactant: [CH3:1][O:2][C:3]1[CH:9]=[CH:8][CH:7]=[CH:6][C:4]=1[NH2:5].[F:10][C:11]([F:20])([F:19])[CH2:12][CH2:13][C:14](OCC)=[O:15].CCCCCC. Product: [CH3:1][O:2][C:3]1[CH:9]=[CH:8][CH:7]=[C:6]2[C:4]=1[N:5]=[C:12]([C:11]([F:20])([F:19])[F:10])[CH2:13][C:14]2=[O:15]. The catalyst class is: 400. (3) Reactant: [Cl:1][C:2]1[CH:3]=[CH:4][C:5]([CH2:8]O)=[N:6][CH:7]=1.S(Cl)([Cl:12])=O.CN(C)C=O. Product: [Cl:1][C:2]1[CH:3]=[CH:4][C:5]([CH2:8][Cl:12])=[N:6][CH:7]=1. The catalyst class is: 4. (4) Reactant: [CH3:1][C:2]1[C:10]2[C:5](=[CH:6][C:7]([NH:11][C:12]3[N:28]=[C:15]4[CH:16]=[CH:17][CH:18]=[C:19]([CH2:20]N5C=CC=CC5=O)[N:14]4[N:13]=3)=[CH:8][CH:9]=2)[NH:4][N:3]=1.O.NN.[OH-].[K+].[CH2:34]([OH:37])[CH2:35]O. Product: [CH3:1][C:2]1[C:10]2[C:5](=[CH:6][C:7]([NH:11][C:12]3[N:28]=[C:15]4[CH:16]=[CH:17][CH:18]=[C:19]([CH2:20][C:9]5[CH:10]=[CH:2][N:3]=[C:34]([OH:37])[CH:35]=5)[N:14]4[N:13]=3)=[CH:8][CH:9]=2)[NH:4][N:3]=1. The catalyst class is: 6. (5) Reactant: C([O:3][C:4]([CH:6]1[CH2:11][CH2:10][C:9](=[O:12])[CH2:8][CH2:7]1)=[O:5])C. Product: [O:12]=[C:9]1[CH2:10][CH2:11][CH:6]([C:4]([OH:5])=[O:3])[CH2:7][CH2:8]1. The catalyst class is: 82. (6) Reactant: [C:1]([C:3]1([OH:19])[CH2:8][CH2:7][N:6]([C:9]([O:11][CH2:12][C:13]2[CH:18]=[CH:17][CH:16]=[CH:15][CH:14]=2)=[O:10])[CH2:5][CH2:4]1)#[CH:2].[H-].[Na+].Br[CH2:23][C:24]([O:26][CH2:27][CH3:28])=[O:25].[NH4+].[Cl-]. Product: [CH2:27]([O:26][C:24](=[O:25])[CH2:23][O:19][C:3]1([C:1]#[CH:2])[CH2:8][CH2:7][N:6]([C:9]([O:11][CH2:12][C:13]2[CH:18]=[CH:17][CH:16]=[CH:15][CH:14]=2)=[O:10])[CH2:5][CH2:4]1)[CH3:28]. The catalyst class is: 7.